Predict the reactants needed to synthesize the given product. From a dataset of Full USPTO retrosynthesis dataset with 1.9M reactions from patents (1976-2016). (1) The reactants are: Cl[C:2]1[CH:11]=[C:10]([Cl:12])[C:9]2[C:4](=[CH:5][CH:6]=[C:7]([Cl:13])[CH:8]=2)[N:3]=1.[Br:14][C:15]1[CH:16]=[CH:17][C:18]2[CH2:24][NH:23][CH2:22][CH2:21][CH2:20][C:19]=2[CH:25]=1.C(O)CCC. Given the product [Br:14][C:15]1[CH:16]=[CH:17][C:18]2[CH2:24][N:23]([C:2]3[CH:11]=[C:10]([Cl:12])[C:9]4[C:4](=[CH:5][CH:6]=[C:7]([Cl:13])[CH:8]=4)[N:3]=3)[CH2:22][CH2:21][CH2:20][C:19]=2[CH:25]=1, predict the reactants needed to synthesize it. (2) Given the product [N:25]1([C:20]2[CH:19]=[CH:18][C:17]([CH2:16][C:10]3[C:9]([F:24])=[C:8]([C:4]4[CH:5]=[CH:6][CH:7]=[C:2]([Cl:1])[CH:3]=4)[C:13]([O:14][CH3:15])=[CH:12][CH:11]=3)=[CH:22][N:21]=2)[CH2:28][CH2:27][CH2:26]1, predict the reactants needed to synthesize it. The reactants are: [Cl:1][C:2]1[CH:3]=[C:4]([C:8]2[C:13]([O:14][CH3:15])=[CH:12][CH:11]=[C:10]([CH2:16][C:17]3[CH:18]=[CH:19][C:20](F)=[N:21][CH:22]=3)[C:9]=2[F:24])[CH:5]=[CH:6][CH:7]=1.[NH:25]1[CH2:28][CH2:27][CH2:26]1.N12CCCN=C1CCCCC2.Cl. (3) Given the product [Cl:8][C:4]1[CH:5]=[N:6][CH:7]=[C:2]([O:16][C:11]2[CH:12]=[CH:13][CH:14]=[CH:15][C:10]=2[Cl:9])[N:3]=1, predict the reactants needed to synthesize it. The reactants are: Cl[C:2]1[CH:7]=[N:6][CH:5]=[C:4]([Cl:8])[N:3]=1.[Cl:9][C:10]1[CH:15]=[CH:14][CH:13]=[CH:12][C:11]=1[OH:16].CCOC(C)=O. (4) Given the product [CH2:1]=[CH:2][C:3]1[CH:8]=[CH:7][CH:6]=[CH:5][CH:4]=1.[CH2:9]=[CH:10][C:11](=[CH2:12])[CH3:13].[CH2:1]=[CH:2][C:3]1[CH:8]=[CH:7][CH:6]=[CH:5][CH:4]=1, predict the reactants needed to synthesize it. The reactants are: [CH2:1]=[CH:2][C:3]1[CH:8]=[CH:7][CH:6]=[CH:5][CH:4]=1.[CH2:9]=[CH:10][C:11](=[CH2:13])[CH3:12].C([Li])CCC.